From a dataset of Rat liver microsome stability data. Regression/Classification. Given a drug SMILES string, predict its absorption, distribution, metabolism, or excretion properties. Task type varies by dataset: regression for continuous measurements (e.g., permeability, clearance, half-life) or binary classification for categorical outcomes (e.g., BBB penetration, CYP inhibition). Dataset: rlm. (1) The drug is O=C(Nc1ccc(S(=O)(=O)Nc2nccs2)cc1)c1ccncc1. The result is 0 (unstable in rat liver microsomes). (2) The molecule is COc1ccc2c(O[C@H]3C[C@H]4C(=O)N(C)CCCCC=C[C@@H]5C[C@@]5(C(=O)NS(=O)(=O)C5CC5)NC(=O)N4C3)cc(-c3csc(C(F)(F)F)n3)nc2c1C. The result is 0 (unstable in rat liver microsomes). (3) The molecule is CCOc1ccc(CCNC(=O)c2cccc(C(=O)c3ccccc3)c2)cc1OCC. The result is 1 (stable in rat liver microsomes). (4) The compound is Fc1ccc2[nH]cc(CCN3CCN(c4ccccc4-c4ccccc4F)CC3)c2c1. The result is 1 (stable in rat liver microsomes).